Dataset: Full USPTO retrosynthesis dataset with 1.9M reactions from patents (1976-2016). Task: Predict the reactants needed to synthesize the given product. (1) Given the product [CH3:35][O:34][C:20]1([O:36][CH3:37])[C:19]2[C:23](=[CH:24][CH:25]=[C:17]([S:1][CH2:2][CH2:3][C:4]3[CH:14]=[CH:13][C:7]([C:8]([O:10][CH2:11][CH3:12])=[O:9])=[CH:6][CH:5]=3)[CH:18]=2)[N:22]([CH2:26][CH2:27][CH2:28][CH2:29][CH2:30][CH2:31][CH3:32])[C:21]1=[O:33], predict the reactants needed to synthesize it. The reactants are: [SH:1][CH2:2][CH2:3][C:4]1[CH:14]=[CH:13][C:7]([C:8]([O:10][CH2:11][CH3:12])=[O:9])=[CH:6][CH:5]=1.[BH4-].I[C:17]1[CH:18]=[C:19]2[C:23](=[CH:24][CH:25]=1)[N:22]([CH2:26][CH2:27][CH2:28][CH2:29][CH2:30][CH2:31][CH3:32])[C:21](=[O:33])[C:20]2([O:36][CH3:37])[O:34][CH3:35]. (2) Given the product [CH2:1]([O:8][N:9]1[C:15](=[O:16])[N:14]2[CH2:17][C@@H:10]1[CH2:11][CH2:12][C@@H:13]2[C:18]([NH:27][NH:26][C:24](=[O:25])[CH2:23][N:22]([CH3:28])[CH3:21])=[O:20])[C:2]1[CH:3]=[CH:4][CH:5]=[CH:6][CH:7]=1, predict the reactants needed to synthesize it. The reactants are: [CH2:1]([O:8][N:9]1[C:15](=[O:16])[N:14]2[CH2:17][C@H:10]1[CH2:11][CH2:12][C@H:13]2[C:18]([OH:20])=O)[C:2]1[CH:7]=[CH:6][CH:5]=[CH:4][CH:3]=1.[CH3:21][N:22]([CH3:28])[CH2:23][C:24]([NH:26][NH2:27])=[O:25].ON1C2C=CC=CC=2N=N1.Cl.C(N=C=NCCCN(C)C)C. (3) Given the product [Cl:6][C:7]1[CH:14]=[CH:13][C:10]([C:11](=[N:4][OH:1])[NH2:12])=[CH:9][CH:8]=1, predict the reactants needed to synthesize it. The reactants are: [OH-:1].[Na+].Cl.[NH2:4]O.[Cl:6][C:7]1[CH:14]=[CH:13][C:10]([C:11]#[N:12])=[CH:9][CH:8]=1.O. (4) Given the product [CH3:11][N:8]1[C:6]2[N:7]=[C:2]([N:22]3[CH2:23][CH2:24][N:19]([C:16]4[CH:17]=[CH:18][N:13]=[CH:14][CH:15]=4)[CH2:20][CH2:21]3)[NH:3][C:4](=[O:12])[C:5]=2[CH:10]=[CH:9]1, predict the reactants needed to synthesize it. The reactants are: Cl[C:2]1[NH:3][C:4](=[O:12])[C:5]2[CH:10]=[CH:9][N:8]([CH3:11])[C:6]=2[N:7]=1.[N:13]1[CH:18]=[CH:17][C:16]([N:19]2[CH2:24][CH2:23][NH:22][CH2:21][CH2:20]2)=[CH:15][CH:14]=1.C(N(CC)C(C)C)(C)C.